The task is: Predict the reaction yield, written as a fraction of the theoretical maximum amount of product (1.0 means a 100% yield; for example, 0.34 means a 34% yield).. This data is from Reaction yield outcomes from USPTO patents with 853,638 reactions. (1) The reactants are [F-].C([N+](CCCC)(CCCC)CCCC)CCC.[Si]([O:26][C@@H:27]([CH2:38][O:39][CH2:40][C@H:41]([O:43][CH3:44])[CH3:42])[C:28]([NH:30][C:31]1[CH:36]=[N:35][C:34]([CH3:37])=[CH:33][N:32]=1)=[O:29])(C(C)(C)C)(C)C. The catalyst is C1COCC1. The product is [OH:26][C@@H:27]([CH2:38][O:39][CH2:40][C@H:41]([O:43][CH3:44])[CH3:42])[C:28]([NH:30][C:31]1[CH:36]=[N:35][C:34]([CH3:37])=[CH:33][N:32]=1)=[O:29]. The yield is 0.539. (2) The reactants are [CH3:1][O:2][CH2:3][CH:4]([N:8]1[C:17]2[C:12](=[CH:13][C:14]([C:18]3[CH:19]=[N:20][C:21]([NH:33][C:34]([NH:36][CH2:37][CH3:38])=[O:35])=[CH:22][C:23]=3[C:24]3[S:25][CH:26]=[C:27]([C:29]([F:32])([F:31])[F:30])[N:28]=3)=[CH:15][CH:16]=2)[C:11](=[O:39])[C:10]([C:40]([OH:42])=[O:41])=[CH:9]1)[CH2:5][O:6][CH3:7].[P:43]([O:55][CH2:56][CH2:57]O)([O:50][C:51]([CH3:54])([CH3:53])[CH3:52])([O:45][C:46]([CH3:49])([CH3:48])[CH3:47])=[O:44].C(N(CC)CC)C.C(P(=O)(OCC)OCC)#N. The catalyst is CN(C)C=O.O.C(OCC)(=O)C. The product is [CH3:7][O:6][CH2:5][CH:4]([N:8]1[C:17]2[C:12](=[CH:13][C:14]([C:18]3[CH:19]=[N:20][C:21]([NH:33][C:34]([NH:36][CH2:37][CH3:38])=[O:35])=[CH:22][C:23]=3[C:24]3[S:25][CH:26]=[C:27]([C:29]([F:30])([F:31])[F:32])[N:28]=3)=[CH:15][CH:16]=2)[C:11](=[O:39])[C:10]([C:40]([O:42][CH2:57][CH2:56][O:55][P:43]([O:50][C:51]([CH3:52])([CH3:54])[CH3:53])([O:45][C:46]([CH3:48])([CH3:47])[CH3:49])=[O:44])=[O:41])=[CH:9]1)[CH2:3][O:2][CH3:1]. The yield is 0.250. (3) The reactants are [CH2:1]([OH:4])[CH2:2][OH:3].[H-].[Na+].Br[CH2:8][C:9]1[CH:14]=[CH:13][C:12]([C:15]([CH3:18])([CH3:17])[CH3:16])=[CH:11][CH:10]=1.O. The catalyst is C1COCC1.[N+](CCCC)(CCCC)(CCCC)CCCC.[I-].CCOC(C)=O. The product is [CH3:18][C:15]([C:12]1[CH:11]=[CH:10][C:9]([CH2:8][O:3][CH2:2][CH2:1][OH:4])=[CH:14][CH:13]=1)([CH3:16])[CH3:17]. The yield is 0.510.